Dataset: Forward reaction prediction with 1.9M reactions from USPTO patents (1976-2016). Task: Predict the product of the given reaction. (1) The product is: [F:33][C:2]([F:1])([F:32])[C:3]1[CH:4]=[C:5]([C@H:13]([O:15][C@H:16]2[O:24][CH2:23][C@@H:19]3[CH2:20][N:21]([C:34]4[CH2:38][CH2:37][C:36](=[O:39])[CH:35]=4)[CH2:22][C@H:18]3[C@@H:17]2[C:25]2[CH:26]=[CH:27][C:28]([F:31])=[CH:29][CH:30]=2)[CH3:14])[CH:6]=[C:7]([C:9]([F:12])([F:10])[F:11])[CH:8]=1. Given the reactants [F:1][C:2]([F:33])([F:32])[C:3]1[CH:4]=[C:5]([C@H:13]([O:15][C@H:16]2[O:24][CH2:23][C@@H:19]3[CH2:20][NH:21][CH2:22][C@H:18]3[C@@H:17]2[C:25]2[CH:30]=[CH:29][C:28]([F:31])=[CH:27][CH:26]=2)[CH3:14])[CH:6]=[C:7]([C:9]([F:12])([F:11])[F:10])[CH:8]=1.[C:34]1(=O)[CH2:38][CH2:37][C:36](=[O:39])[CH2:35]1.CC1C=CC(S(O)(=O)=O)=CC=1.C1(C)C=CC=CC=1, predict the reaction product. (2) Given the reactants [CH:1]1([NH:4][CH:5]2[CH2:10][CH2:9][N:8]([C:11]3[O:15][N:14]=[C:13]([C:16]4[CH:21]=[CH:20][CH:19]=[CH:18][CH:17]=4)[N:12]=3)[CH2:7][CH2:6]2)[CH2:3][CH2:2]1.[CH3:22][C:23]1[N:24]=[CH:25][O:26][C:27]=1[C:28]1[CH:36]=[CH:35][C:31]([C:32](O)=[O:33])=[CH:30][CH:29]=1, predict the reaction product. The product is: [CH:1]1([N:4]([CH:5]2[CH2:6][CH2:7][N:8]([C:11]3[O:15][N:14]=[C:13]([C:16]4[CH:21]=[CH:20][CH:19]=[CH:18][CH:17]=4)[N:12]=3)[CH2:9][CH2:10]2)[C:32](=[O:33])[C:31]2[CH:30]=[CH:29][C:28]([C:27]3[O:26][CH:25]=[N:24][C:23]=3[CH3:22])=[CH:36][CH:35]=2)[CH2:3][CH2:2]1. (3) Given the reactants Cl[C:2]1[N:3]=[C:4]([NH:7][C:8]2[CH:9]=[C:10]([S:17]([NH2:20])(=[O:19])=[O:18])[CH:11]=[CH:12][C:13]=2[O:14][CH2:15][CH3:16])[S:5][CH:6]=1.[CH3:21][C:22]1[NH:26][C:25]2[CH:27]=[CH:28][CH:29]=[CH:30][C:24]=2[N:23]=1, predict the reaction product. The product is: [CH2:15]([O:14][C:13]1[CH:12]=[CH:11][C:10]([S:17]([NH2:20])(=[O:19])=[O:18])=[CH:9][C:8]=1[NH:7][C:4]1[S:5][CH:6]=[C:2]([N:23]2[C:24]3[CH:30]=[CH:29][CH:28]=[CH:27][C:25]=3[N:26]=[C:22]2[CH3:21])[N:3]=1)[CH3:16]. (4) Given the reactants [OH-].[Na+].Cl.[NH2:4][C:5]1([C:10]([OH:12])=[O:11])[CH2:9][CH2:8][CH2:7][CH2:6]1.[C:13](Cl)(=[O:18])[CH2:14][CH2:15][CH2:16][CH3:17], predict the reaction product. The product is: [C:13]([NH:4][C:5]1([C:10]([OH:12])=[O:11])[CH2:9][CH2:8][CH2:7][CH2:6]1)(=[O:18])[CH2:14][CH2:15][CH2:16][CH3:17]. (5) Given the reactants [N:1]1[CH:6]=[CH:5][C:4]([N:7]2[CH2:12][CH2:11][CH:10]([O:13][C:14]3[CH:20]=[CH:19][C:17]([NH2:18])=[CH:16][CH:15]=3)[CH2:9][CH2:8]2)=[CH:3][CH:2]=1.[C:21]1([CH3:31])[CH:26]=[CH:25][C:24]([S:27]([Cl:30])(=[O:29])=[O:28])=[CH:23][CH:22]=1, predict the reaction product. The product is: [ClH:30].[N:1]1[CH:6]=[CH:5][C:4]([N:7]2[CH2:12][CH2:11][CH:10]([O:13][C:14]3[CH:20]=[CH:19][C:17]([NH:18][S:27]([C:24]4[CH:25]=[CH:26][C:21]([CH3:31])=[CH:22][CH:23]=4)(=[O:29])=[O:28])=[CH:16][CH:15]=3)[CH2:9][CH2:8]2)=[CH:3][CH:2]=1.